This data is from Full USPTO retrosynthesis dataset with 1.9M reactions from patents (1976-2016). The task is: Predict the reactants needed to synthesize the given product. (1) Given the product [F:16][C:17]1[C:22]([F:23])=[CH:21][CH:20]=[CH:19][C:18]=1[C:24]1[CH:29]=[CH:28][CH:27]=[C:26]([N:30]2[CH2:31][CH2:32][N:33]([C:8]([NH:7][C:3]3[N:2]=[N:1][CH:6]=[CH:5][CH:4]=3)=[O:15])[CH2:34][CH2:35]2)[CH:25]=1, predict the reactants needed to synthesize it. The reactants are: [N:1]1[CH:6]=[CH:5][CH:4]=[C:3]([NH:7][C:8](=[O:15])OCC(Cl)(Cl)Cl)[N:2]=1.[F:16][C:17]1[C:22]([F:23])=[CH:21][CH:20]=[CH:19][C:18]=1[C:24]1[CH:29]=[CH:28][CH:27]=[C:26]([N:30]2[CH2:35][CH2:34][NH:33][CH2:32][CH2:31]2)[CH:25]=1. (2) Given the product [O:43]=[C:33]1[N:32]([CH:29]2[CH2:28][CH2:27][N:26]([C:24]([O:17][C@@H:13]([C:14]([OH:16])=[O:15])[CH2:12][C:5]3[CH:6]=[C:7]([C:8]([F:9])([F:10])[F:11])[C:2]([NH2:1])=[C:3]([Cl:18])[CH:4]=3)=[O:25])[CH2:31][CH2:30]2)[CH2:38][CH2:37][C:36]2[CH:39]=[CH:40][CH:41]=[CH:42][C:35]=2[NH:34]1, predict the reactants needed to synthesize it. The reactants are: [NH2:1][C:2]1[C:7]([C:8]([F:11])([F:10])[F:9])=[CH:6][C:5]([CH2:12][C@@H:13]([OH:17])[C:14]([OH:16])=[O:15])=[CH:4][C:3]=1[Cl:18].N1([C:24]([N:26]2[CH2:31][CH2:30][CH:29]([N:32]3[CH2:38][CH2:37][C:36]4[CH:39]=[CH:40][CH:41]=[CH:42][C:35]=4[NH:34][C:33]3=[O:43])[CH2:28][CH2:27]2)=[O:25])C=CN=C1.CC(C)([O-])C.[K+].Cl. (3) The reactants are: [ClH:1].[CH3:2][C:3]1[CH:8]=[CH:7][C:6]([S:9]([N:12]2[CH2:17][CH2:16][O:15][CH2:14][CH2:13]2)(=[O:11])=[O:10])=[CH:5][C:4]=1[C:18]1[CH:23]=[CH:22][C:21]([CH2:24][C@H:25]([NH:39][C:40]([C@H:42]2[CH2:47][CH2:46][C@H:45]([CH2:48][NH:49]C(=O)OC(C)(C)C)[CH2:44][CH2:43]2)=[O:41])[C:26](=[O:38])[NH:27][C:28]2[CH:36]=[C:35]3[C:31]([C:32](=[O:37])[NH:33][NH:34]3)=[CH:30][CH:29]=2)=[CH:20][CH:19]=1. Given the product [ClH:1].[NH2:49][CH2:48][C@H:45]1[CH2:46][CH2:47][C@H:42]([C:40]([NH:39][C@@H:25]([CH2:24][C:21]2[CH:22]=[CH:23][C:18]([C:4]3[CH:5]=[C:6]([S:9]([N:12]4[CH2:17][CH2:16][O:15][CH2:14][CH2:13]4)(=[O:11])=[O:10])[CH:7]=[CH:8][C:3]=3[CH3:2])=[CH:19][CH:20]=2)[C:26](=[O:38])[NH:27][C:28]2[CH:36]=[C:35]3[C:31]([C:32](=[O:37])[NH:33][NH:34]3)=[CH:30][CH:29]=2)=[O:41])[CH2:43][CH2:44]1, predict the reactants needed to synthesize it. (4) Given the product [Cl:1][C:2]1[N:3]([CH2:10][CH2:11][C@@H:12]([OH:25])[CH2:13][O:14][C:50]2[CH:49]=[CH:48][C:47]([N:44]3[CH2:45][CH2:46][CH:41]([CH2:40][CH2:39][N:27]([CH3:26])[C:28]4[CH:29]=[CH:30][C:31]([O:34][C:35]([F:38])([F:36])[F:37])=[CH:32][CH:33]=4)[CH2:42][CH2:43]3)=[CH:52][CH:51]=2)[CH:4]=[C:5]([N+:7]([O-:9])=[O:8])[N:6]=1, predict the reactants needed to synthesize it. The reactants are: [Cl:1][C:2]1[N:3]([CH2:10][CH2:11][C@@H:12]([OH:25])[CH2:13][O:14]S(C2C=CC(C)=CC=2)(=O)=O)[CH:4]=[C:5]([N+:7]([O-:9])=[O:8])[N:6]=1.[CH3:26][N:27]([CH2:39][CH2:40][CH:41]1[CH2:46][CH2:45][N:44]([C:47]2[CH:52]=[CH:51][C:50](O)=[CH:49][CH:48]=2)[CH2:43][CH2:42]1)[C:28]1[CH:33]=[CH:32][C:31]([O:34][C:35]([F:38])([F:37])[F:36])=[CH:30][CH:29]=1.P([O-])([O-])([O-])=O.[K+].[K+].[K+].[I-].[Na+]. (5) Given the product [NH2:14][CH2:12][C:10]1[CH:9]=[CH:8][C:3]([C:4]([O:6][CH3:7])=[O:5])=[C:2]([Br:1])[CH:11]=1, predict the reactants needed to synthesize it. The reactants are: [Br:1][C:2]1[CH:11]=[C:10]([CH2:12]Br)[CH:9]=[CH:8][C:3]=1[C:4]([O:6][CH3:7])=[O:5].[NH3:14]. (6) Given the product [N+:1]([C:4]1[CH:5]=[C:6]2[C:11](=[CH:12][CH:13]=1)[CH2:10][N:9]([C:31]([O:30][C:27]([CH3:29])([CH3:28])[CH3:26])=[O:32])[C@H:8]([C:14]([O:16][CH2:17][CH3:18])=[O:15])[CH2:7]2)([O-:3])=[O:2], predict the reactants needed to synthesize it. The reactants are: [N+:1]([C:4]1[CH:5]=[C:6]2[C:11](=[CH:12][CH:13]=1)[CH2:10][NH:9][C@H:8]([C:14]([O:16][CH2:17][CH3:18])=[O:15])[CH2:7]2)([O-:3])=[O:2].N(C(C)C)C(C)C.[CH3:26][C:27]([O:30][C:31](O[C:31]([O:30][C:27]([CH3:29])([CH3:28])[CH3:26])=[O:32])=[O:32])([CH3:29])[CH3:28].C(O)(=O)CC(CC(O)=O)(C(O)=O)O.